From a dataset of Human Reference Interactome with 51,813 positive PPI pairs across 8,248 proteins, plus equal number of experimentally-validated negative pairs. Binary Classification. Given two protein amino acid sequences, predict whether they physically interact or not. (1) Protein 1 (ENSG00000154274) has sequence MGCRCCKIIQSYLFDPVQVPSPGYVNEVNSCKLDEDDTDKLKGKWSSEVLVQKNDPQRQGSKKTESSSRTADPWEPCWPHQGPLPQGDAGGEHHACGVNGIGPAATPQPTGNSSPTQDDRGSWASTANTVPPTQPFLEGGGTRKQDCVLLASEGTQVMRNGDSRAPSEAESFALEVQDHVFQIPAPDYLQHWGPAGDNVDHNEKDCVFKNHTEDESLEGIQPPVGEHGLNTPFSVRRSWDSLNEDVETEVLSICFNEKGPVHAMPVVDSGNRQEDTHGSDGDGDGEIVDEDAAVAEALAA.... Protein 2 (ENSG00000278129) has sequence MDPEDEGVAGVMSVGPPAARLQEPVTFRDVAVDFTQEEWGQLDPTQRILYRDVMLETFGHLLSIGPELPKPEVISQLEQGTELWVAERGTTQGCHPAWEPRSESQASRKEEGLPEEEPSHVTGREGFPTDAPYPTTLGKDRECQSQSLALKEQNNLKQLEFGLKEAPVQDQGYKTLRLRENCVLSSSPNPFPEISRGEYLYTYDSQITDSEHNSSLVSQQTGSPGKQPGENSDCHRDSSQAIPITELTKSQVQDKPYKCTDCGKSFNHNAHLTVHKRIHTGERPYMCKECGKAFSQNSSL.... Result: 0 (the proteins do not interact). (2) Protein 1 (ENSG00000116299) has sequence MAEPGHSHHLSARVRGRTERRIPRLWRLLLWAGTAFQVTQGTGPELHACKESEYHYEYTACDSTGSRWRVAVPHTPGLCTSLPDPIKGTECSFSCNAGEFLDMKDQSCKPCAEGRYSLGTGIRFDEWDELPHGFASLSANMELDDSAAESTGNCTSSKWVPRGDYIASNTDECTATLMYAVNLKQSGTVNFEYYYPDSSIIFEFFVQNDQCQPNADDSRWMKTTEKGWEFHSVELNRGNNVLYWRTTAFSVWTKVPKPVLVRNIAITGVAYTSECFPCKPGTYADKQGSSFCKLCPANSY.... Protein 2 (ENSG00000132274) has sequence MDFSVKVDIEKEVTCPICLELLTEPLSLDCGHSFCQACITAKIKESVIISRGESSCPVCQTRFQPGNLRPNRHLANIVERVKEVKMSPQEGQKRDVCEHHGKKLQIFCKEDGKVICWVCELSQEHQGHQTFRINEVVKECQEKLQVALQRLIKEDQEAEKLEDDIRQERTAWKNYIQIERQKILKGFNEMRVILDNEEQRELQKLEEGEVNVLDNLAAATDQLVQQRQDASTLISDLQRRLRGSSVEMLQDVIDVMKRSESWTLKKPKSVSKKLKSVFRVPDLSGMLQVLKELTDVQYYW.... Result: 0 (the proteins do not interact). (3) Protein 1 (ENSG00000175264) has sequence MQCSWKAVLLLALASIAIQYTAIRTFTAKSFHTCPGLAEAGLAERLCEESPTFAYNLSRKTHILILATTRSGSSFVGQLFNQHLDVFYLFEPLYHVQNTLIPRFTQGKSPADRRVMLGASRDLLRSLYDCDLYFLENYIKPPPVNHTTDRIFRRGASRVLCSRPVCDPPGPADLVLEEGDCVRKCGLLNLTVAAEACRERSHVAIKTVRVPEVNDLRALVEDPRLNLKVIQLVRDPRGILASRSETFRDTYRLWRLWYGTGRKPYNLDVTQLTTVCEDFSNSVSTGLMRPPWLKGKYMLV.... Protein 2 (ENSG00000178602) has sequence MQACMVPGLALCLLLGPLAGAKPVQEEGDPYAELPAMPYWPFSTSDFWNYVQHFQALGAYPQIEDMARTFFAHFPLGSTLGFHVPYQED*. Result: 0 (the proteins do not interact). (4) Protein 1 (ENSG00000170180) has sequence MYGKIIFVLLLSDTHKRDTYAATPRAHEVSEISVRTVYPPEEETGERVQLAHHFSEPEITLIIFGVMAGVIGTILLISYGIRRLIKKSPSDVKPLPSPDTDVPLSSVEIENPETSDQ*MYGKIIFVLLLSEIVSISALSTTEVAMHTSTSSSVTKSYISSQTNDTHKRDTYAATPRAHEVSEISVRTVYPPEEETGERVQLAHHFSEPEITLIIFGVMAGVIGTILLISYGIRRLIKKSPSDVKPLPSPDTDVPLSSVEIENPETSDQ*MYGKIIFVLLLSEIVSISALSTTEVAMHTST.... Protein 2 (ENSG00000175220) has sequence MDPLSELQDDLTLDDTSEALNQLKLASIDEKNWPSDEMPDFPKSDDSKSSSPELVTHLKWDDPYYDIARHQIVEVAGDDKYGRKIIVFSACRMPPSHQLDHSKLLGYLKHTLDQYVESDYTLLYLHHGLTSDNKPSLSWLRDAYREFDRKYKKNIKALYIVHPTMFIKTLLILFKPLISFKFGQKIFYVNYLSELSEHVKLEQLGIPRQVLKYDDFLKSTQKSPATAPKPMPPRPPLPNQQFGVSLQHLQEKNPEQEPIPIVLRETVAYLQAHALTTEGIFRRSANTQVVREVQQKYNMG.... Result: 0 (the proteins do not interact). (5) Protein 1 (ENSG00000143032) has sequence MTMEGASGSSFGIDTILSSASSGSPGMMNGDFRPLGEARTADFRSQATPSPCSEIDTVGTAPSSPISVTMEPPEPHLVADATQHHHHLHHSQQPPPPAAAPTQSLQPLPQQQQPLPPQQPPPPPPQQLGSAASAPRTSTSSFLIKDILGDSKPLAACAPYSTSVSSPHHTPKQESNAVHESFRPKLEQEDSKTKLDKREDSQSDIKCHGTKEEGDREITSSRESPPVRAKKPRKARTAFSDHQLNQLERSFERQKYLSVQDRMDLAAALNLTDTQVKTWYQNRRTKWKRQTAVGLELLAE.... Protein 2 (ENSG00000154743) has sequence MAEAVFHAPKRKRRVYETYESPLPIPFGQDHGPLKEFKIFRAEMINNNVIVRNAEDIEQLYGKGYFGKGILSRSRPSFTISDPKLVAKWKDMKTNMPIITSKRYQHSVEWAAELMRRQGQDESTVRRILKDYTKPLEHPPVKRNEEAQVHDKLNSGMVSNMEGTAGGERPSVVNGDSGKSGGVGDPREPLGCLQEGSGCHPTTESFEKSVREDASPLPHVCCCKQDALILQRGLHHEDGSQHIGLLHPGDRGPDHEYVLVEEAECAMSEREAAPNEELVQRNRLICRRNPYRIFEYLQLS.... Result: 0 (the proteins do not interact). (6) Protein 1 (ENSG00000179168) has sequence MGNLQSEPSAGGGSRKVQPSDRAPDSRRTSLVEPEMTSQAMRLTRGLGVWFPGSATPPGLMVPREPQASPSTLPLTLERPSPVMPPPEEAAAVSAPPPAPAGTLLPGPSKWQKPAGTPVPRIRRLLEASHRGQGDPPSLRPLKPPPPPRQLSVKDTVPRAPSQFPPPLETWKPPPPLPSERQPADRRITPALATPASPPTESQAGPRNQGQTAGRARGGAPPHAGEGEMAQPADSESGLSLLCKITFKSRPSLAPPAASSSLAAKASLGGGGGGGLFAASGAISYAEVLKQGPLPPGAAR.... Protein 2 (ENSG00000112183) has sequence MYVCLCVSVAKVTMADRAAAERACKDPNPIIDGRKANVNLAYLGAKPRIMQPGFAFGVQQLHPALIQRPFGIPAHYVYPQAFVQPGVVIPHVQPTAAAASTTPYIDYTGAAYAQYSAAAAAAAAAAAYDQYPYAASPAAAGYVTAGGYGYAVQQPITAAAPGTAAAAAAAAAAAAAFGQYQPQQLQTDRMQ*MHTTQKDTTYTKIFVGGLPYHTTDASLRKYFEVFGEIEEAVVITDRQTGKSRGYGFVTMADRAAAERACKDPNPIIDGRKANVNLAYLGAKPRIMQPGFAFGVQQLHP.... Result: 0 (the proteins do not interact). (7) Protein 1 (ENSG00000114204) has sequence MDTIFLWSLLLLFFGSQASRCSAQKNTEFAVDLYQEVSLSHKDNIIFSPLGITLVLEMVQLGAKGKAQQQIRQTLKQQETSAGEEFFVLKSFFSAISEKKQEFTFNLANALYLQEGFTVKEQYLHGNKEFFQSAIKLVDFQDAKACAEMISTWVERKTDGKIKDMFSGEEFGPLTRLVLVNAIYFKGDWKQKFRKEDTQLINFTKKNGSTVKIPMMKALLRTKYGYFSESSLNYQVLELSYKGDEFSLIIILPAEGMDIEEVEKLITAQQILKWLSEMQEEEVEISLPRFKVEQKVDFKD.... Protein 2 (ENSG00000177098) has sequence MPGAGDGGKAPARWLGTGLLGLFLLPVTLSLEVSVGKATDIYAVNGTEILLPCTFSSCFGFEDLHFRWTYNSSDAFKILIEGTVKNEKSDPKVTLKDDDRITLVGSTKEKMNNISIVLRDLEFSDTGKYTCHVKNPKENNLQHHATIFLQVVDRLEEVDNTVTLIILAVVGGVIGLLILILLIKKLIIFILKKTREKKKECLVSSSGNDNTENGLPGSKAEEKPPSKV*MPGAGDGGKAPARWLGTGLLVEEVDNTVTLIILAVVGGVIGLLILILLIKKLIIFILKKTREKKKECLVSS.... Result: 0 (the proteins do not interact). (8) Protein 1 (ENSG00000101361) has sequence MVLLHVLFEHAVGYALLALKEVEEISLLQPQVEESVLNLGKFHSIVRLVAFCPFASSQVALENANAVSEGVVHEDLRLLLETHLPSKKKKVLLGVGDPKIGAAIQEELGYNCQTGGVIAEILRGVRLHFHNLVKGLTDLSACKAQLGLGHSYSRAKVKFNVNRVDNMIIQSISLLDQLDKDINTFSMRVREWYGYHFPELVKIINDNATYCRLAQFIGNRRELNEDKLEKLEELTMDGAKAKAILDASRSSMGMDISAIDLINIESFSSRVVSLSEYRQSLHTYLRSKMSQVAPSLSALI.... Protein 2 (ENSG00000205670) has sequence MNWKVLTGTTYSPWRVRMEFPLCGCLSLILHHFADKEGRTIGRRESCLATIWTISRPWQAGSLWITLS*MNWKVLEHVPLLLYILAAKTLILCLTFAGVKMYQRKRLEAKQQKLEAERKKQSEKKDN*. Result: 0 (the proteins do not interact). (9) Protein 1 (ENSG00000120832) has sequence MLWKLLLRSQSCRLCSFRKMRSPPKYRPFLACFTYTTDKQSSKENTRTVEKLYKCSVDIRKIRRLKGWVLLEDETYVEEIANILQELGADETAVASILERCPEAIVCSPTAVNTQRKLWQLVCKNEEELIKLIEQFPESFFTIKDQENQKLNVQFFQELGLKNVVISRLLTAAPNVFHNPVEKNKQMVRILQESYLDVGGSEANMKVWLLKLLSQNPFILLNSPTAIKETLEFLQEQGFTSFEILQLLSKLKGFLFQLCPRSIQNSISFSKNAFKCTDHDLKQLVLKCPALLYYSVPVLE.... Protein 2 (ENSG00000135775) has sequence MEKSRMNLPKGPDTLCFDKDEFMKEDFDVDHFVSDCRKRVQLEELRDDLELYYKLLKTAMVELINKDYADFVNLSTNLVGMDKALNQLSVPLGQLREEVLSLRSSVSEGIRAVDERMSKQEDIRKKKMCVLRLIQVIRSVEKIEKILNSQSSKETSALEASSPLLTGQILERIATEFNQLQFHAVQSKGMPLLDKVRPRIAGITAMLQQSLEGLLLEGLQTSDVDIIRHCLRTYATIDKTRDAEALVGQVLVKPYIDEVIIEQFVESHPNGLQVMYNKLLEFVPHHCRLLREVTGGAISS.... Result: 0 (the proteins do not interact).